This data is from Full USPTO retrosynthesis dataset with 1.9M reactions from patents (1976-2016). The task is: Predict the reactants needed to synthesize the given product. (1) Given the product [CH2:12]([OH:15])[CH2:13][CH2:14][CH2:9][CH2:10][CH2:11][CH2:16][CH2:17][CH2:18][CH2:19][CH2:20][CH2:21][CH3:22], predict the reactants needed to synthesize it. The reactants are: C([C:9]1[CH:14]=[CH:13][C:12]([OH:15])=[C:11]([CH:16]=[CH:17][C:18]2C=[CH:22][CH:21]=[CH:20][CH:19]=2)[C:10]=1C=CC1C=CC=CC=1)=CC1C=CC=CC=1.S([O-])([O-])(=O)=O. (2) Given the product [C:1]([CH2:3][C:4]1([N:11]2[CH:15]=[C:14]([C:16]([NH2:18])=[O:17])[C:13]([NH:19][C:20]3[CH:21]=[CH:22][C:23]([F:26])=[CH:24][CH:25]=3)=[N:12]2)[CH2:9][CH2:8][CH:7]([OH:10])[CH2:6][CH2:5]1)#[N:2], predict the reactants needed to synthesize it. The reactants are: [C:1]([CH2:3][C:4]1([N:11]2[CH:15]=[C:14]([C:16]([NH2:18])=[O:17])[C:13]([NH:19][C:20]3[CH:25]=[CH:24][C:23]([F:26])=[CH:22][CH:21]=3)=[N:12]2)[CH2:9][CH2:8][C:7](=[O:10])[CH2:6][CH2:5]1)#[N:2].CO.[BH4-].[Na+]. (3) Given the product [CH3:1][N:2]1[C:6]([NH:7][C:8](=[O:25])[C:9]2[CH:14]=[CH:13][C:12]([CH3:15])=[C:11]([C:28]3[CH:36]=[C:35]4[C:31]([C:32]([C:37]5[CH:42]=[CH:41][C:40]([F:43])=[CH:39][CH:38]=5)=[N:33][NH:34]4)=[CH:30][CH:29]=3)[CH:10]=2)=[C:5]([CH3:26])[CH:4]=[N:3]1, predict the reactants needed to synthesize it. The reactants are: [CH3:1][N:2]1[C:6]([NH:7][C:8](=[O:25])[C:9]2[CH:14]=[CH:13][C:12]([CH3:15])=[C:11](B3OC(C)(C)C(C)(C)O3)[CH:10]=2)=[C:5]([CH3:26])[CH:4]=[N:3]1.Br[C:28]1[CH:36]=[C:35]2[C:31]([C:32]([C:37]3[CH:42]=[CH:41][C:40]([F:43])=[CH:39][CH:38]=3)=[N:33][NH:34]2)=[CH:30][CH:29]=1.C(=O)([O-])O.[Na+]. (4) Given the product [NH2:34][C:2]1[C:7]([N+:8]([O-:10])=[O:9])=[C:6]([N:11]([CH2:17][C:18]2[CH:19]=[CH:20][C:21]([CH2:24][P:25]([O:27][CH2:28][CH3:29])([O:30][CH2:31][CH3:32])=[O:26])=[CH:22][CH:23]=2)[C:12](=[O:16])[O:13][CH2:14][CH3:15])[CH:5]=[C:4]([Br:33])[N:3]=1, predict the reactants needed to synthesize it. The reactants are: Br[C:2]1[C:7]([N+:8]([O-:10])=[O:9])=[C:6]([N:11]([CH2:17][C:18]2[CH:23]=[CH:22][C:21]([CH2:24][P:25]([O:30][CH2:31][CH3:32])([O:27][CH2:28][CH3:29])=[O:26])=[CH:20][CH:19]=2)[C:12](=[O:16])[O:13][CH2:14][CH3:15])[CH:5]=[C:4]([Br:33])[N:3]=1.[NH3:34].CO. (5) Given the product [C:14]1([S:20]([N:1]2[C:9]3[C:4](=[CH:5][C:6]([CH:10]=[O:11])=[CH:7][CH:8]=3)[CH:3]=[CH:2]2)(=[O:22])=[O:21])[CH:19]=[CH:18][CH:17]=[CH:16][CH:15]=1, predict the reactants needed to synthesize it. The reactants are: [NH:1]1[C:9]2[C:4](=[CH:5][C:6]([CH:10]=[O:11])=[CH:7][CH:8]=2)[CH:3]=[CH:2]1.[H-].[Na+].[C:14]1([S:20](Cl)(=[O:22])=[O:21])[CH:19]=[CH:18][CH:17]=[CH:16][CH:15]=1.Cl.